Task: Predict the product of the given reaction.. Dataset: Forward reaction prediction with 1.9M reactions from USPTO patents (1976-2016) (1) Given the reactants [C:1]([O:9][C@@H:10]1[C@@H:14]([CH2:15][OH:16])[CH2:13][C@@H:12]([NH:17]C(OC(C)(C)C)=O)[C@@H:11]1[O:25][C:26](=[O:33])[C:27]1[CH:32]=[CH:31][CH:30]=[CH:29][CH:28]=1)(=[O:8])[C:2]1[CH:7]=[CH:6][CH:5]=[CH:4][CH:3]=1.[ClH:34].O1CCOCC1, predict the reaction product. The product is: [ClH:34].[C:1]([O:9][C@@H:10]1[C@@H:14]([CH2:15][OH:16])[CH2:13][C@@H:12]([NH2:17])[C@@H:11]1[O:25][C:26](=[O:33])[C:27]1[CH:32]=[CH:31][CH:30]=[CH:29][CH:28]=1)(=[O:8])[C:2]1[CH:3]=[CH:4][CH:5]=[CH:6][CH:7]=1. (2) The product is: [Cl:14][C:10]1[N:9]=[C:8]([C:6]2[N:5]=[C:4]([NH:15][CH:16]3[CH2:19][O:18][CH2:17]3)[N:3]=[C:2]([NH:28][C:26]3[CH:25]=[CH:24][N:23]=[C:22]([C:21]([F:30])([F:20])[F:29])[CH:27]=3)[N:7]=2)[CH:13]=[CH:12][CH:11]=1. Given the reactants Cl[C:2]1[N:7]=[C:6]([C:8]2[CH:13]=[CH:12][CH:11]=[C:10]([Cl:14])[N:9]=2)[N:5]=[C:4]([NH:15][CH:16]2[CH2:19][O:18][CH2:17]2)[N:3]=1.[F:20][C:21]([F:30])([F:29])[C:22]1[CH:27]=[C:26]([NH2:28])[CH:25]=[CH:24][N:23]=1.C(O[Na])(C)(C)C, predict the reaction product. (3) Given the reactants [F:1][C:2]1[CH:3]=[C:4](/[CH:8]=[CH:9]/[CH:10]=O)[CH:5]=[N:6][CH:7]=1.[NH2:12][CH:13]1[CH2:18][CH2:17][N:16]([CH2:19][CH:20]2[N:30]3[C:31]4[N:22]([C:23](=[O:33])[CH:24]=[CH:25][C:26]=4[N:27]=[CH:28][C:29]3=[O:32])[CH2:21]2)[CH2:15][CH2:14]1.S([O-])([O-])(=O)=O.[Mg+2].C(O[BH-](OC(=O)C)OC(=O)C)(=O)C.[Na+].C([O-])(O)=O.[Na+], predict the reaction product. The product is: [F:1][C:2]1[CH:3]=[C:4](/[CH:8]=[CH:9]/[CH2:10][NH:12][CH:13]2[CH2:18][CH2:17][N:16]([CH2:19][CH:20]3[N:30]4[C:31]5[N:22]([C:23](=[O:33])[CH:24]=[CH:25][C:26]=5[N:27]=[CH:28][C:29]4=[O:32])[CH2:21]3)[CH2:15][CH2:14]2)[CH:5]=[N:6][CH:7]=1.